From a dataset of Catalyst prediction with 721,799 reactions and 888 catalyst types from USPTO. Predict which catalyst facilitates the given reaction. (1) Reactant: [C:1]([N:4]([C:29]1[CH:34]=[CH:33][C:32]([Cl:35])=[CH:31][CH:30]=1)[C@H:5]1[C:14]2[C:9](=[CH:10][CH:11]=[CH:12][CH:13]=2)[N:8]([C:15]([C:17]2[CH:22]=[CH:21][C:20]([CH2:23][CH2:24][C:25]([OH:27])=O)=[CH:19][CH:18]=2)=[O:16])[C@@H:7]([CH3:28])[CH2:6]1)(=[O:3])[CH3:2].C(Cl)(=O)C([Cl:39])=O. Product: [C:1]([N:4]([C:29]1[CH:30]=[CH:31][C:32]([Cl:35])=[CH:33][CH:34]=1)[C@H:5]1[C:14]2[C:9](=[CH:10][CH:11]=[CH:12][CH:13]=2)[N:8]([C:15]([C:17]2[CH:18]=[CH:19][C:20]([CH2:23][CH2:24][C:25]([Cl:39])=[O:27])=[CH:21][CH:22]=2)=[O:16])[C@@H:7]([CH3:28])[CH2:6]1)(=[O:3])[CH3:2]. The catalyst class is: 2. (2) Reactant: [C:1]([O:5][C:6]([N:8]1[CH2:12][CH2:11][CH2:10][C@H:9]1[CH2:13][O:14][CH2:15][C:16]([OH:18])=O)=[O:7])([CH3:4])([CH3:3])[CH3:2].ON1C2N=CC=CC=2N=N1.Cl.C(N=C=NCCCN(C)C)C.[CH3:41][N:42]([C@@H:59]([C:67](=[O:70])[NH:68][CH3:69])[CH2:60][C:61]1[CH:66]=[CH:65][CH:64]=[CH:63][CH:62]=1)[C:43](=[O:58])[C@H:44]([NH:56][CH3:57])[CH2:45][C:46]1[CH:55]=[CH:54][C:53]2[C:48](=[CH:49][CH:50]=[CH:51][CH:52]=2)[CH:47]=1.C(N(C(C)C)CC)(C)C. The catalyst class is: 4. Product: [C:1]([O:5][C:6]([N:8]1[CH2:12][CH2:11][CH2:10][C@H:9]1[CH2:13][O:14][CH2:15][C:16](=[O:18])[N:56]([CH3:57])[C@@H:44]([C:43](=[O:58])[N:42]([CH3:41])[C@@H:59]([C:67](=[O:70])[NH:68][CH3:69])[CH2:60][C:61]1[CH:66]=[CH:65][CH:64]=[CH:63][CH:62]=1)[CH2:45][C:46]1[CH:55]=[CH:54][C:53]2[C:48](=[CH:49][CH:50]=[CH:51][CH:52]=2)[CH:47]=1)=[O:7])([CH3:2])([CH3:3])[CH3:4].